The task is: Predict the reaction yield, written as a fraction of the theoretical maximum amount of product (1.0 means a 100% yield; for example, 0.34 means a 34% yield).. This data is from Reaction yield outcomes from USPTO patents with 853,638 reactions. (1) The yield is 0.730. The catalyst is C1(C)C=CC=CC=1. The reactants are [C:1]([CH:3]([CH2:14][CH2:15][O:16][Si:17]([C:20]([CH3:23])([CH3:22])[CH3:21])([CH3:19])[CH3:18])[CH2:4][CH2:5][O:6][Si:7]([C:10]([CH3:13])([CH3:12])[CH3:11])([CH3:9])[CH3:8])#N.CC(C[AlH]CC(C)C)C.[OH2:33].[OH-].[Na+]. The product is [CH:1]([CH:3]([CH2:14][CH2:15][O:16][Si:17]([C:20]([CH3:23])([CH3:22])[CH3:21])([CH3:19])[CH3:18])[CH2:4][CH2:5][O:6][Si:7]([C:10]([CH3:13])([CH3:12])[CH3:11])([CH3:9])[CH3:8])=[O:33]. (2) The reactants are [Br:1][C:2]1[CH:3]=[C:4]([C:9]2[CH:21]=[CH:20][C:12]3[NH:13][C:14](=[O:19])[O:15][C:16]([CH3:18])([CH3:17])[C:11]=3[CH:10]=2)[CH:5]=[C:6]([F:8])[CH:7]=1.[H-].[Na+].I[CH3:25].[Cl-].[NH4+]. The catalyst is CN(C=O)C. The product is [Br:1][C:2]1[CH:3]=[C:4]([C:9]2[CH:21]=[CH:20][C:12]3[N:13]([CH3:25])[C:14](=[O:19])[O:15][C:16]([CH3:17])([CH3:18])[C:11]=3[CH:10]=2)[CH:5]=[C:6]([F:8])[CH:7]=1. The yield is 0.870. (3) The reactants are [I:1][C:2]1[C:11]2[C:6](=[CH:7][N:8]=[CH:9][CH:10]=2)[C:5](=[O:12])[NH:4][CH:3]=1.[H-].[Na+].[CH2:15](Br)[C:16]1[CH:21]=[CH:20][CH:19]=[CH:18][CH:17]=1.[NH4+].[Cl-]. The catalyst is CN(C=O)C.O. The product is [CH2:15]([N:4]1[CH:3]=[C:2]([I:1])[C:11]2[C:6](=[CH:7][N:8]=[CH:9][CH:10]=2)[C:5]1=[O:12])[C:16]1[CH:21]=[CH:20][CH:19]=[CH:18][CH:17]=1. The yield is 0.750. (4) The reactants are [Cl:1][C:2]1[CH:3]=[CH:4][N:5]2[C:10]=1[C:9](=[O:11])[N:8]([C:12]1[CH:17]=[CH:16][CH:15]=[CH:14][CH:13]=1)[C:7]([C@H:18]1[N:22]([C:23]3[N:31]=[CH:30][N:29]=[C:28]4[C:24]=3[N:25]=[CH:26][N:27]4C3CCCCO3)[CH2:21][C@H:20]([C:38]#[N:39])[CH2:19]1)=[N:6]2.Cl. The catalyst is CO. The product is [Cl:1][C:2]1[CH:3]=[CH:4][N:5]2[C:10]=1[C:9](=[O:11])[N:8]([C:12]1[CH:13]=[CH:14][CH:15]=[CH:16][CH:17]=1)[C:7]([C@H:18]1[N:22]([C:23]3[N:31]=[CH:30][N:29]=[C:28]4[C:24]=3[N:25]=[CH:26][NH:27]4)[CH2:21][C@H:20]([C:38]#[N:39])[CH2:19]1)=[N:6]2. The yield is 0.660.